Dataset: Catalyst prediction with 721,799 reactions and 888 catalyst types from USPTO. Task: Predict which catalyst facilitates the given reaction. Reactant: [CH3:1][C:2]1[N:3]=[C:4]([CH3:35])[C:5]2[N:6]([CH:8]=[C:9]([C:11]3[C:12](=[O:34])[O:13][C:14]4[C:19]([CH:20]=3)=[CH:18][CH:17]=[C:16]([NH:21][C@H:22]3[CH2:26][CH2:25][N:24]([C:27]([O:29][C:30]([CH3:33])([CH3:32])[CH3:31])=[O:28])[CH2:23]3)[CH:15]=4)[N:10]=2)[CH:7]=1.[H-].[Na+].[CH3:38]N(C=O)C.IC. Product: [CH3:1][C:2]1[N:3]=[C:4]([CH3:35])[C:5]2[N:6]([CH:8]=[C:9]([C:11]3[C:12](=[O:34])[O:13][C:14]4[C:19]([CH:20]=3)=[CH:18][CH:17]=[C:16]([N:21]([CH3:38])[C@H:22]3[CH2:26][CH2:25][N:24]([C:27]([O:29][C:30]([CH3:31])([CH3:32])[CH3:33])=[O:28])[CH2:23]3)[CH:15]=4)[N:10]=2)[CH:7]=1. The catalyst class is: 6.